The task is: Predict the reaction yield, written as a fraction of the theoretical maximum amount of product (1.0 means a 100% yield; for example, 0.34 means a 34% yield).. This data is from Reaction yield outcomes from USPTO patents with 853,638 reactions. The reactants are Br[C:2]1[CH:7]=[CH:6][C:5]([S:8]([NH:11][C:12]([CH3:15])([CH3:14])[CH3:13])(=[O:10])=[O:9])=[CH:4][CH:3]=1.[B:16]1([B:16]2[O:20][C:19]([CH3:22])([CH3:21])[C:18]([CH3:24])([CH3:23])[O:17]2)[O:20][C:19]([CH3:22])([CH3:21])[C:18]([CH3:24])([CH3:23])[O:17]1.C(Cl)Cl.CC([O-])=O.[K+]. The product is [C:12]([NH:11][S:8]([C:5]1[CH:6]=[CH:7][C:2]([B:16]2[O:20][C:19]([CH3:22])([CH3:21])[C:18]([CH3:24])([CH3:23])[O:17]2)=[CH:3][CH:4]=1)(=[O:10])=[O:9])([CH3:15])([CH3:14])[CH3:13]. The catalyst is O.CS(C)=O. The yield is 0.860.